From a dataset of Peptide-MHC class II binding affinity with 134,281 pairs from IEDB. Regression. Given a peptide amino acid sequence and an MHC pseudo amino acid sequence, predict their binding affinity value. This is MHC class II binding data. (1) The peptide sequence is GFIGLCKTLGSRCVR. The MHC is DRB5_0101 with pseudo-sequence DRB5_0101. The binding affinity (normalized) is 0.637. (2) The peptide sequence is MTETLLVQNANPDCKTIL. The MHC is HLA-DQA10301-DQB10302 with pseudo-sequence HLA-DQA10301-DQB10302. The binding affinity (normalized) is 0. (3) The peptide sequence is LEAAVKQAYAATVAT. The MHC is HLA-DQA10201-DQB10202 with pseudo-sequence HLA-DQA10201-DQB10202. The binding affinity (normalized) is 0.477. (4) The peptide sequence is MSGPMQQLTQPLQQV. The MHC is DRB1_1501 with pseudo-sequence DRB1_1501. The binding affinity (normalized) is 0.359. (5) The MHC is HLA-DQA10102-DQB10602 with pseudo-sequence HLA-DQA10102-DQB10602. The peptide sequence is KMFGVPLQASAY. The binding affinity (normalized) is 0.794. (6) The peptide sequence is YDKFLANVSTVDTGK. The MHC is DRB1_0802 with pseudo-sequence DRB1_0802. The binding affinity (normalized) is 0.488. (7) The peptide sequence is FDRLETLILLRAFTE. The MHC is DRB1_0901 with pseudo-sequence DRB1_0901. The binding affinity (normalized) is 0.564. (8) The peptide sequence is AEMVIHHQHVQDCDE. The binding affinity (normalized) is 0. The MHC is HLA-DQA10103-DQB10603 with pseudo-sequence HLA-DQA10103-DQB10603. (9) The peptide sequence is LSEEKVPWDQVVMTS. The MHC is HLA-DQA10501-DQB10303 with pseudo-sequence HLA-DQA10501-DQB10303. The binding affinity (normalized) is 0.306.